Dataset: Reaction yield outcomes from USPTO patents with 853,638 reactions. Task: Predict the reaction yield, written as a fraction of the theoretical maximum amount of product (1.0 means a 100% yield; for example, 0.34 means a 34% yield). (1) The reactants are [Br:1][C:2]1[CH:7]=[CH:6][C:5](I)=[CH:4][CH:3]=1.C1C=CC2C(C3C(O)=CC=C4C=3C=CC=C4)=C(O)C=CC=2C=1.[O-]P([O-])([O-])=O.[K+].[K+].[K+].[CH3:39][C@H:40]1[CH2:45][NH:44][CH2:43][C@@H:42]([CH3:46])[NH:41]1. The catalyst is CCOC(C)=O.[Cu]I.CN(C=O)C. The product is [Br:1][C:2]1[CH:7]=[CH:6][C:5]([N:44]2[CH2:43][C@H:42]([CH3:46])[NH:41][C@H:40]([CH3:39])[CH2:45]2)=[CH:4][CH:3]=1. The yield is 0.590. (2) The yield is 0.0250. The reactants are [Cl:1][C:2]1[CH:9]=[CH:8][CH:7]=[CH:6][C:3]=1[CH:4]=O.S(=O)(O)[O-].[Na+].[OH-:15].[NH4+:16].[C-:17]#[N:18].[Na+]. The catalyst is O.CO. The product is [ClH:1].[NH2:16][CH:4]([C:3]1[CH:6]=[CH:7][CH:8]=[CH:9][C:2]=1[Cl:1])[C:17]([NH2:18])=[O:15]. (3) The reactants are [NH2:1][CH2:2][CH2:3][C:4]1[C:12]2[C:7](=[CH:8][CH:9]=[CH:10][CH:11]=2)[NH:6][CH:5]=1.[OH:13][C:14]1[CH:21]=[CH:20][C:17]([CH:18]=O)=[CH:16][CH:15]=1.FC(F)(F)C(O)=O. The catalyst is C(Cl)Cl. The product is [CH:18]1([C:17]2[CH:20]=[CH:21][C:14]([OH:13])=[CH:15][CH:16]=2)[C:5]2[NH:6][C:7]3[C:12](=[CH:11][CH:10]=[CH:9][CH:8]=3)[C:4]=2[CH2:3][CH2:2][NH:1]1. The yield is 0.940. (4) The reactants are [N:1]([C@H:4]1[C@H:8]([OH:9])[CH2:7][N:6]([C:10]([O:12][C:13]([CH3:16])([CH3:15])[CH3:14])=[O:11])[CH2:5]1)=[N+:2]=[N-:3].[CH3:17]I.[H-].[Na+].O. The catalyst is CN(C=O)C.CCOCC. The product is [N:1]([C@H:4]1[C@H:8]([O:9][CH3:17])[CH2:7][N:6]([C:10]([O:12][C:13]([CH3:16])([CH3:15])[CH3:14])=[O:11])[CH2:5]1)=[N+:2]=[N-:3]. The yield is 0.961. (5) The reactants are [CH3:1][O:2][C:3]1[CH:12]=[CH:11][C:10]2[C:5](=[CH:6][CH:7]=[C:8]([C:13]3[CH:18]=[CH:17][C:16]([O:19][CH3:20])=[CH:15][CH:14]=3)[CH:9]=2)[C:4]=1Br.[C:22]1([Mg]Br)[CH:27]=[CH:26][CH:25]=[CH:24][CH:23]=1.Cl. The catalyst is C1COCC1.C1C=CC([P]([Pd]([P](C2C=CC=CC=2)(C2C=CC=CC=2)C2C=CC=CC=2)([P](C2C=CC=CC=2)(C2C=CC=CC=2)C2C=CC=CC=2)[P](C2C=CC=CC=2)(C2C=CC=CC=2)C2C=CC=CC=2)(C2C=CC=CC=2)C2C=CC=CC=2)=CC=1. The product is [CH3:1][O:2][C:3]1[CH:12]=[CH:11][C:10]2[C:5](=[CH:6][CH:7]=[C:8]([C:13]3[CH:18]=[CH:17][C:16]([O:19][CH3:20])=[CH:15][CH:14]=3)[CH:9]=2)[C:4]=1[C:22]1[CH:27]=[CH:26][CH:25]=[CH:24][CH:23]=1. The yield is 0.530. (6) The catalyst is CO.[Pd]. The yield is 0.900. The product is [C:1]([O:5][C:6](=[O:20])[NH:7][CH2:8][C:9]1[CH:14]=[CH:13][C:12]([NH2:15])=[C:11]([O:18][CH3:19])[CH:10]=1)([CH3:4])([CH3:3])[CH3:2]. The reactants are [C:1]([O:5][C:6](=[O:20])[NH:7][CH2:8][C:9]1[CH:14]=[CH:13][C:12]([N+:15]([O-])=O)=[C:11]([O:18][CH3:19])[CH:10]=1)([CH3:4])([CH3:3])[CH3:2]. (7) The reactants are [F:1][C:2]1[CH:3]=[N:4][N:5]([CH3:15])[C:6]=1[C:7]1[CH:8]=[C:9]([C:12]([OH:14])=O)[S:10][CH:11]=1.[NH2:16][C@@H:17]([CH2:30][C:31]1[CH:36]=[CH:35][CH:34]=[CH:33][C:32]=1[C:37]([F:40])([F:39])[F:38])[CH2:18][N:19]1[C:27](=[O:28])[C:26]2[C:21](=[CH:22][CH:23]=[CH:24][CH:25]=2)[C:20]1=[O:29].C(N(C(C)C)CC)(C)C.C1CN([P+](Br)(N2CCCC2)N2CCCC2)CC1.F[P-](F)(F)(F)(F)F. The catalyst is C(Cl)Cl. The product is [O:28]=[C:27]1[C:26]2[C:21](=[CH:22][CH:23]=[CH:24][CH:25]=2)[C:20](=[O:29])[N:19]1[CH2:18][C@@H:17]([NH:16][C:12]([C:9]1[S:10][CH:11]=[C:7]([C:6]2[N:5]([CH3:15])[N:4]=[CH:3][C:2]=2[F:1])[CH:8]=1)=[O:14])[CH2:30][C:31]1[CH:36]=[CH:35][CH:34]=[CH:33][C:32]=1[C:37]([F:39])([F:38])[F:40]. The yield is 0.650. (8) The reactants are [Cl:1][C:2]1[CH:3]=[C:4]([CH:6]=[CH:7][C:8]=1[C:9]([F:12])([F:11])[F:10])[NH2:5].N1C=CC=CC=1.CCN(C(C)C)C(C)C.[C:28](Cl)(Cl)=[O:29].CS([O-])(=O)=O.[O:37]=[C:38]1[CH:43]([N:44]2[CH2:52][C:51]3[C:46](=[CH:47][CH:48]=[C:49]([CH2:53][NH3+:54])[CH:50]=3)[C:45]2=[O:55])[CH2:42][CH2:41][C:40](=[O:56])[NH:39]1. The catalyst is C(#N)C. The product is [Cl:1][C:2]1[CH:3]=[C:4]([NH:5][C:28]([NH:54][CH2:53][C:49]2[CH:50]=[C:51]3[C:46](=[CH:47][CH:48]=2)[C:45](=[O:55])[N:44]([CH:43]2[CH2:42][CH2:41][C:40](=[O:56])[NH:39][C:38]2=[O:37])[CH2:52]3)=[O:29])[CH:6]=[CH:7][C:8]=1[C:9]([F:10])([F:11])[F:12]. The yield is 0.400. (9) The reactants are C(OC(=O)[NH:7][C@H:8]1[CH2:13][CH2:12][C@@H:11]([CH3:14])[N:10]([C:15]([C:17]2[CH:39]=[C:38]([O:40][CH3:41])[C:20]3[N:21]([CH3:37])[C:22]([C:24]4[N:32]([CH2:33][CH:34]5[CH2:36][CH2:35]5)[C:27]5=[N:28][CH:29]=[CH:30][CH:31]=[C:26]5[CH:25]=4)=[N:23][C:19]=3[CH:18]=2)=[O:16])[CH2:9]1)(C)(C)C.C(O)(C(F)(F)F)=O. The catalyst is ClCCl.CO. The product is [NH2:7][C@@H:8]1[CH2:9][N:10]([C:15]([C:17]2[CH:39]=[C:38]([O:40][CH3:41])[C:20]3[N:21]([CH3:37])[C:22]([C:24]4[N:32]([CH2:33][CH:34]5[CH2:36][CH2:35]5)[C:27]5=[N:28][CH:29]=[CH:30][CH:31]=[C:26]5[CH:25]=4)=[N:23][C:19]=3[CH:18]=2)=[O:16])[C@H:11]([CH3:14])[CH2:12][CH2:13]1. The yield is 0.900. (10) The reactants are C([O:8][C:9]1[CH:14]=[CH:13][C:12]([O:15][CH3:16])=[CH:11][C:10]=1/[CH:17]=[CH:18]/[C:19]([O:21][CH2:22][CH3:23])=[O:20])C1C=CC=CC=1. The catalyst is [C].[Pd].O1CCCC1. The product is [OH:8][C:9]1[CH:14]=[CH:13][C:12]([O:15][CH3:16])=[CH:11][C:10]=1[CH2:17][CH2:18][C:19]([O:21][CH2:22][CH3:23])=[O:20]. The yield is 0.920.